From a dataset of Forward reaction prediction with 1.9M reactions from USPTO patents (1976-2016). Predict the product of the given reaction. (1) Given the reactants C([N:8]1[CH2:13][CH2:12][CH:11]([C:14]([OH:17])([CH3:16])[CH3:15])[CH2:10][CH2:9]1)C1C=CC=CC=1.[H][H], predict the reaction product. The product is: [NH:8]1[CH2:13][CH2:12][CH:11]([C:14]([OH:17])([CH3:16])[CH3:15])[CH2:10][CH2:9]1. (2) Given the reactants [CH3:1][N:2]([CH3:12])[C:3]1[N:8]=[CH:7][C:6](B(O)O)=[CH:5][N:4]=1.[CH:13]([NH:26][C:27]1[C:36]2[C:31](=[CH:32][CH:33]=[CH:34][CH:35]=2)[N:30]=[C:29](C2SC3C=CC=CC=3C=2)[N:28]=1)(C1C=CC=CC=1)C1C=CC=CC=1.[CH2:46]1[CH2:51][CH2:50][CH2:49][CH2:48][CH2:47]1.CCO[C:55]([CH3:57])=[O:56], predict the reaction product. The product is: [CH3:1][N:2]([CH3:12])[C:3]1[N:8]=[CH:7][C:6]([C:29]2[N:28]=[C:27]([NH:26][CH2:13][C:55]([C:57]3[CH:35]=[CH:36][CH:31]=[CH:32][CH:33]=3)([C:46]3[CH:51]=[CH:50][CH:49]=[CH:48][CH:47]=3)[OH:56])[C:32]3[C:31](=[CH:36][CH:35]=[CH:34][CH:33]=3)[N:30]=2)=[CH:5][N:4]=1.